From a dataset of Reaction yield outcomes from USPTO patents with 853,638 reactions. Predict the reaction yield, written as a fraction of the theoretical maximum amount of product (1.0 means a 100% yield; for example, 0.34 means a 34% yield). (1) The reactants are [O:1]=[C:2]1[C:11]2[C:6](=[CH:7][CH:8]=[C:9]([C:12](O)=[O:13])[CH:10]=2)[CH:5]=[CH:4][N:3]1[CH2:15][C:16]1[CH:21]=[CH:20][C:19]([C:22]2[N:23]=[N:24][NH:25][N:26]=2)=[CH:18][CH:17]=1.[N:27]1([CH2:32][CH2:33][NH2:34])[CH:31]=[CH:30][CH:29]=[CH:28]1. No catalyst specified. The product is [N:27]1([CH2:32][CH2:33][NH:34][C:12]([C:9]2[CH:10]=[C:11]3[C:6]([CH:5]=[CH:4][N:3]([CH2:15][C:16]4[CH:21]=[CH:20][C:19]([C:22]5[N:23]=[N:24][NH:25][N:26]=5)=[CH:18][CH:17]=4)[C:2]3=[O:1])=[CH:7][CH:8]=2)=[O:13])[CH:31]=[CH:30][CH:29]=[CH:28]1. The yield is 0.764. (2) The reactants are [Cl:1][C:2]1[CH:10]=[C:9]2[C:5]([CH:6]=[CH:7][NH:8]2)=[CH:4][C:3]=1[C:11]([O:13][CH3:14])=[O:12].[Cl-].C([Al+]CC)C.[C:21](Cl)(=[O:23])[CH3:22]. The catalyst is ClCCl. The product is [C:21]([C:6]1[C:5]2[C:9](=[CH:10][C:2]([Cl:1])=[C:3]([C:11]([O:13][CH3:14])=[O:12])[CH:4]=2)[NH:8][CH:7]=1)(=[O:23])[CH3:22]. The yield is 0.730. (3) The reactants are [CH3:1][N:2]1[C:6]([C:7]2[CH:12]=[CH:11][N:10]=[C:9]([NH:13][C:14]3[CH:19]=[CH:18][CH:17]=[CH:16][CH:15]=3)[N:8]=2)=[CH:5][N:4]=[C:3]1[CH:20]=[C:21]([CH3:23])[CH3:22]. The catalyst is C(O)C.[Pd]. The product is [CH3:1][N:2]1[C:6]([C:7]2[CH:12]=[CH:11][N:10]=[C:9]([NH:13][C:14]3[CH:15]=[CH:16][CH:17]=[CH:18][CH:19]=3)[N:8]=2)=[CH:5][N:4]=[C:3]1[CH2:20][CH:21]([CH3:23])[CH3:22]. The yield is 0.710. (4) The reactants are [H-].[Na+].[NH:3]1[C:12]2[C:7](=[CH:8][CH:9]=[CH:10][CH:11]=2)[CH2:6][CH2:5][C:4]1=[O:13].Cl[CH2:15][CH2:16][N:17]1[CH2:22][CH2:21][N:20]([C:23]2[C:32]3[C:27](=[CH:28][CH:29]=[CH:30][CH:31]=3)[CH:26]=[CH:25][N:24]=2)[CH2:19][CH2:18]1. The catalyst is CN(C)C=O. The product is [C:23]1([N:20]2[CH2:21][CH2:22][N:17]([CH2:16][CH2:15][N:3]3[C:12]4[C:7](=[CH:8][CH:9]=[CH:10][CH:11]=4)[CH2:6][CH2:5][C:4]3=[O:13])[CH2:18][CH2:19]2)[C:32]2[C:27](=[CH:28][CH:29]=[CH:30][CH:31]=2)[CH:26]=[CH:25][N:24]=1. The yield is 0.610. (5) The reactants are C[O:2][C:3](=O)[C:4]1[CH:9]=[CH:8][C:7]([O:10][CH2:11][C:12]2[C:13]([C:18]3[CH:23]=[CH:22][C:21]([CH3:24])=[CH:20][C:19]=3[F:25])=[N:14][O:15][C:16]=2[CH3:17])=[N:6][CH:5]=1.COC(=O)C1C=CC(OC[C:38]2[C:39]([C:44]3C=CC=CC=3F)=[N:40]OC=2C)=NC=1.C(N)(C)C. No catalyst specified. The product is [F:25][C:19]1[CH:20]=[C:21]([CH3:24])[CH:22]=[CH:23][C:18]=1[C:13]1[C:12]([CH2:11][O:10][C:7]2[CH:8]=[CH:9][C:4]([C:3]([NH:40][CH:39]([CH3:44])[CH3:38])=[O:2])=[CH:5][N:6]=2)=[C:16]([CH3:17])[O:15][N:14]=1. The yield is 0.420. (6) The reactants are Cl[C:2]1[N:7]=[C:6]([NH2:8])[C:5]([N+:9]([O-:11])=[O:10])=[C:4]([CH3:12])[N:3]=1.[F:13][C:14]([F:24])([F:23])[C:15]1[CH:22]=[CH:21][C:18]([CH2:19][NH2:20])=[CH:17][CH:16]=1. The catalyst is C(#N)C.C(N(CC)CC)C. The product is [CH3:12][C:4]1[N:3]=[C:2]([NH:20][CH2:19][C:18]2[CH:17]=[CH:16][C:15]([C:14]([F:13])([F:23])[F:24])=[CH:22][CH:21]=2)[N:7]=[C:6]([NH2:8])[C:5]=1[N+:9]([O-:11])=[O:10]. The yield is 0.940. (7) The reactants are [CH3:1][CH2:2][CH2:3][CH2:4][CH2:5][CH3:6].[Li][CH2:8][CH2:9][CH2:10][CH3:11].[CH2:12]1[CH2:16][O:15][CH2:14][CH2:13]1.Br[C:18]1[CH:23]=[CH:22][C:21]([O:24][CH2:25][CH2:26][CH2:27][CH2:28][CH2:29][CH2:30][CH2:31][CH2:32][CH2:33][CH3:34])=[C:20]([O:35][CH2:36][CH2:37][CH2:38][CH2:39][CH2:40][CH2:41][CH2:42][CH2:43][CH2:44][CH3:45])[CH:19]=1. The catalyst is O. The product is [CH2:1]([O:24][C:21]1[CH:20]=[C:19]([C:18]2[CH:23]=[CH:22][C:21]([O:24][CH2:25][CH2:26][CH2:27][CH2:28][CH2:29][CH2:30][CH2:31][CH2:32][CH2:33][CH3:34])=[C:20]([O:35][CH2:36][CH2:37][CH2:38][CH2:39][CH2:40][CH2:41][CH2:42][CH2:43][CH2:44][CH3:45])[CH:19]=2)[CH:18]=[CH:12][C:16]=1[O:15][CH2:14][CH2:13][CH2:32][CH2:31][CH2:30][CH2:29][CH2:28][CH2:27][CH2:26][CH3:25])[CH2:2][CH2:3][CH2:4][CH2:5][CH2:6][CH2:8][CH2:9][CH2:10][CH3:11]. The yield is 0.380. (8) The reactants are [Cl:1][C:2]1[C:6]([N:7]([CH2:14][C:15]#[CH:16])[C:8](=[O:13])[CH:9]([S:11][CH3:12])[CH3:10])=[CH:5][N:4]([C:17]2[CH:18]=[N:19][CH:20]=[CH:21][CH:22]=2)[N:3]=1.[OH:23]O. No catalyst specified. The product is [Cl:1][C:2]1[C:6]([N:7]([CH2:14][C:15]#[CH:16])[C:8](=[O:13])[CH:9]([S:11]([CH3:12])=[O:23])[CH3:10])=[CH:5][N:4]([C:17]2[CH:18]=[N:19][CH:20]=[CH:21][CH:22]=2)[N:3]=1. The yield is 0.780. (9) The reactants are [NH:1]1[C:9]2[C:4](=[CH:5][CH:6]=[CH:7][CH:8]=2)[C:3](/[CH:10]=[CH:11]/[C:12]2[CH:20]=[CH:19][C:15]([C:16]([OH:18])=O)=[CH:14][CH:13]=2)=[N:2]1.[CH3:21][O:22][CH2:23][CH2:24][NH:25][CH3:26].O.ON1C2C=CC=CC=2N=N1.Cl.C(N=C=NCCCN(C)C)C.C(=O)([O-])O.[Na+]. The catalyst is C1COCC1. The product is [CH3:21][O:22][CH2:23][CH2:24][N:25]([CH3:26])[C:16](=[O:18])[C:15]1[CH:14]=[CH:13][C:12](/[CH:11]=[CH:10]/[C:3]2[C:4]3[C:9](=[CH:8][CH:7]=[CH:6][CH:5]=3)[NH:1][N:2]=2)=[CH:20][CH:19]=1. The yield is 0.990. (10) The reactants are [Cl:1][C:2]1[CH:9]=[CH:8][C:5]([CH:6]=[O:7])=[C:4](F)[CH:3]=1.[N:11]1([C:17](=[O:19])[CH3:18])[CH2:16][CH2:15][NH:14][CH2:13][CH2:12]1.C(=O)([O-])[O-].[K+].[K+].CS(C)=O. The catalyst is O. The product is [C:17]([N:11]1[CH2:16][CH2:15][N:14]([C:4]2[CH:3]=[C:2]([Cl:1])[CH:9]=[CH:8][C:5]=2[CH:6]=[O:7])[CH2:13][CH2:12]1)(=[O:19])[CH3:18]. The yield is 0.710.